From a dataset of Forward reaction prediction with 1.9M reactions from USPTO patents (1976-2016). Predict the product of the given reaction. (1) Given the reactants [NH2:1][C:2]1[S:3][C:4]([C:10]2[C:15]([F:16])=[CH:14][C:13]([C:17]([OH:20])([CH3:19])[CH3:18])=[CH:12][C:11]=2[F:21])=[CH:5][C:6]=1[C:7]([NH2:9])=[O:8].[CH3:22][S:23]([C:26]1[CH:31]=[CH:30][C:29](Br)=[CH:28][CH:27]=1)(=[O:25])=[O:24].C([O-])([O-])=O.[K+].[K+].CC(C1C=C(C(C)C)C(C2C=CC=CC=2P(C2CCCCC2)C2CCCCC2)=C(C(C)C)C=1)C, predict the reaction product. The product is: [F:16][C:15]1[CH:14]=[C:13]([C:17]([OH:20])([CH3:18])[CH3:19])[CH:12]=[C:11]([F:21])[C:10]=1[C:4]1[S:3][C:2]([NH:1][C:29]2[CH:30]=[CH:31][C:26]([S:23]([CH3:22])(=[O:25])=[O:24])=[CH:27][CH:28]=2)=[C:6]([C:7]([NH2:9])=[O:8])[CH:5]=1. (2) Given the reactants [O:1]1[C@@H:13]2[C@@:14]34[CH2:16][CH2:17][N:18]([CH3:19])[C@@H:8]([C@:9]3([O:38][CH3:39])[CH2:10][CH2:11][C@@H:12]2[N:20](C(OC(C)(C)C)=O)[C:21]([NH:23]C(OC(C)(C)C)=O)=[NH:22])[CH2:7][C:6]2=[C:15]4[C:2]1=[C:3]([OH:40])[CH:4]=[CH:5]2.[ClH:41], predict the reaction product. The product is: [ClH:41].[ClH:41].[O:1]1[C@@H:13]2[C@@:14]34[CH2:16][CH2:17][N:18]([CH3:19])[C@@H:8]([C@:9]3([O:38][CH3:39])[CH2:10][CH2:11][C@@H:12]2[NH:20][C:21]([NH2:23])=[NH:22])[CH2:7][C:6]2=[C:15]4[C:2]1=[C:3]([OH:40])[CH:4]=[CH:5]2. (3) Given the reactants Cl.[CH3:2][O:3][C:4](=[O:9])[C@H:5]([CH2:7][SH:8])[NH2:6].[C:10]1(=O)[CH2:14][CH2:13][CH2:12][CH2:11]1, predict the reaction product. The product is: [CH3:2][O:3][C:4]([C@H:5]1[NH:6][C:10]2([CH2:14][CH2:13][CH2:12][CH2:11]2)[S:8][CH2:7]1)=[O:9].